Dataset: Forward reaction prediction with 1.9M reactions from USPTO patents (1976-2016). Task: Predict the product of the given reaction. (1) Given the reactants [CH3:1][O:2][C:3]1[C:4]([O:16][CH2:17][CH2:18][CH2:19][CH2:20][Cl:21])=[CH:5][C:6]([N+:13]([O-])=O)=[C:7]([CH:12]=1)[C:8]([O:10][CH3:11])=[O:9].[H][H], predict the reaction product. The product is: [CH3:1][O:2][C:3]1[CH:12]=[C:7]([C:8]([O:10][CH3:11])=[O:9])[C:6]([NH2:13])=[CH:5][C:4]=1[O:16][CH2:17][CH2:18][CH2:19][CH2:20][Cl:21]. (2) Given the reactants [Cl:1][C:2]1[CH:3]=[CH:4][C:5]2[O:10][C:9]([C:11]3[CH:16]=[C:15]([Cl:17])[CH:14]=[CH:13][C:12]=3[OH:18])=[N:8][C:7](=O)[C:6]=2[CH:20]=1.[NH:21]([C:23]1[CH:31]=[CH:30][C:26]([C:27]([OH:29])=[O:28])=[CH:25][CH:24]=1)[NH2:22], predict the reaction product. The product is: [Cl:1][C:2]1[CH:3]=[CH:4][C:5]([OH:10])=[C:6]([C:7]2[N:8]=[C:9]([C:11]3[CH:16]=[C:15]([Cl:17])[CH:14]=[CH:13][C:12]=3[OH:18])[N:21]([C:23]3[CH:24]=[CH:25][C:26]([C:27]([OH:29])=[O:28])=[CH:30][CH:31]=3)[N:22]=2)[CH:20]=1. (3) Given the reactants C([O:8][N:9]1[C:15](=[O:16])[N:14]2[CH2:17][C@H:10]1[CH2:11][CH2:12][C@H:13]2[C:18]1[O:19][C:20]([N:23]2[CH2:28][CH2:27][O:26][CH2:25][CH2:24]2)=[N:21][N:22]=1)C1C=CC=CC=1, predict the reaction product. The product is: [OH:8][N:9]1[C:15](=[O:16])[N:14]2[CH2:17][C@H:10]1[CH2:11][CH2:12][C@H:13]2[C:18]1[O:19][C:20]([N:23]2[CH2:24][CH2:25][O:26][CH2:27][CH2:28]2)=[N:21][N:22]=1. (4) Given the reactants [CH2:1]([N:3](CC)CC)C.F[P-](F)(F)(F)(F)F.N1(OC(N(C)C)=[N+](C)C)C2N=CC=CC=2N=N1.[C:32]([C:34]1[CH:39]=[CH:38][C:37]([CH:40]2[N:45]([CH2:46][C:47]([OH:49])=O)[C:44](=[O:50])[N:43]([C:51]3[CH:56]=[CH:55][CH:54]=[C:53]([C:57]([F:60])([F:59])[F:58])[CH:52]=3)[C:42]3[CH2:61][CH2:62][NH:63][C:64](=[O:65])[C:41]2=3)=[CH:36][CH:35]=1)#[N:33].CN, predict the reaction product. The product is: [C:32]([C:34]1[CH:35]=[CH:36][C:37]([CH:40]2[N:45]([CH2:46][C:47]([NH:3][CH3:1])=[O:49])[C:44](=[O:50])[N:43]([C:51]3[CH:56]=[CH:55][CH:54]=[C:53]([C:57]([F:59])([F:58])[F:60])[CH:52]=3)[C:42]3[CH2:61][CH2:62][NH:63][C:64](=[O:65])[C:41]2=3)=[CH:38][CH:39]=1)#[N:33].